Dataset: Catalyst prediction with 721,799 reactions and 888 catalyst types from USPTO. Task: Predict which catalyst facilitates the given reaction. (1) Reactant: [C:1]([O:5][C:6](=[O:23])[NH:7][CH:8]1[CH2:12][CH2:11][N:10]([C:13]2[CH:18]=[CH:17][C:16]([N+:19]([O-])=O)=[C:15]([NH2:22])[N:14]=2)[CH2:9]1)([CH3:4])([CH3:3])[CH3:2]. Product: [C:1]([O:5][C:6](=[O:23])[NH:7][CH:8]1[CH2:12][CH2:11][N:10]([C:13]2[CH:18]=[CH:17][C:16]([NH2:19])=[C:15]([NH2:22])[N:14]=2)[CH2:9]1)([CH3:4])([CH3:2])[CH3:3]. The catalyst class is: 256. (2) Reactant: [O:1]1[C:6]2[CH:7]=[CH:8][CH:9]=[C:10]([CH:11]=[NH:12])[C:5]=2[O:4][CH2:3][CH2:2]1.[CH3:13][Mg]Br. Product: [O:1]1[C:6]2[CH:7]=[CH:8][CH:9]=[C:10]([CH:11]([NH2:12])[CH3:13])[C:5]=2[O:4][CH2:3][CH2:2]1. The catalyst class is: 715.